This data is from Forward reaction prediction with 1.9M reactions from USPTO patents (1976-2016). The task is: Predict the product of the given reaction. (1) Given the reactants [F:1][C:2]1[CH:10]=[CH:9][CH:8]=[CH:7][C:3]=1[C:4]([OH:6])=O.CN(C(ON1N=NC2C=CC=NC1=2)=[N+](C)C)C.F[P-](F)(F)(F)(F)F.CCN(C(C)C)C(C)C.[I:44][C:45]1[CH:50]=[CH:49][C:48]([CH2:51][N:52]2[CH:56]=[CH:55][C:54]([NH2:57])=[N:53]2)=[C:47]([C:58]([F:61])([F:60])[F:59])[CH:46]=1, predict the reaction product. The product is: [F:1][C:2]1[CH:10]=[CH:9][CH:8]=[CH:7][C:3]=1[C:4]([NH:57][C:54]1[CH:55]=[CH:56][N:52]([CH2:51][C:48]2[CH:49]=[CH:50][C:45]([I:44])=[CH:46][C:47]=2[C:58]([F:61])([F:59])[F:60])[N:53]=1)=[O:6]. (2) The product is: [CH2:49]1[C:50]2([CH2:51][N:52]([C:54]3[N:59]=[C:58]([NH:60][C:18]([C:15]4[N:13]5[N:14]=[C:9]([C:4]6[CH:5]=[CH:6][CH:7]=[CH:8][C:3]=6[C:2]([F:21])([F:1])[F:22])[CH:10]=[CH:11][C:12]5=[N:17][CH:16]=4)=[O:19])[CH:57]=[CH:56][CH:55]=3)[CH2:53]2)[CH2:47][O:48]1. Given the reactants [F:1][C:2]([F:22])([F:21])[C:3]1[CH:8]=[CH:7][CH:6]=[CH:5][C:4]=1[C:9]1[CH:10]=[CH:11][C:12]2[N:13]([C:15]([C:18](O)=[O:19])=[CH:16][N:17]=2)[N:14]=1.CN(C(ON1N=NC2C=CC=NC1=2)=[N+](C)C)C.F[P-](F)(F)(F)(F)F.[CH2:47]1[C:50]2([CH2:53][N:52]([C:54]3[N:59]=[C:58]([NH2:60])[CH:57]=[CH:56][CH:55]=3)[CH2:51]2)[CH2:49][O:48]1.CCN(C(C)C)C(C)C, predict the reaction product. (3) Given the reactants [F:1][C:2]1[CH:20]=[CH:19][C:5]([CH2:6][N:7]2[C:11]3=[CH:12][N:13]=[C:14]([C:16]([OH:18])=O)[CH:15]=[C:10]3[CH:9]=[CH:8]2)=[CH:4][CH:3]=1.Cl.[CH2:22]([NH:29][OH:30])[C:23]1[CH:28]=[CH:27][CH:26]=[CH:25][CH:24]=1, predict the reaction product. The product is: [CH2:22]([N:29]([OH:30])[C:16]([C:14]1[CH:15]=[C:10]2[CH:9]=[CH:8][N:7]([CH2:6][C:5]3[CH:4]=[CH:3][C:2]([F:1])=[CH:20][CH:19]=3)[C:11]2=[CH:12][N:13]=1)=[O:18])[C:23]1[CH:28]=[CH:27][CH:26]=[CH:25][CH:24]=1. (4) Given the reactants CN(C)C=O.[CH3:6][CH:7]1[CH2:16][C:15]2[N:14]=[N:13][C:12]([C:17]3[CH:22]=[CH:21][CH:20]=[C:19]([C:23]([F:26])([F:25])[F:24])[CH:18]=3)=[CH:11][C:10]=2[CH:9]([OH:27])[CH2:8]1.Cl.CN(C)CCCN=C=NCC.[C:40]([O:44][C:45]([NH:47][C@@H:48]([C:56](O)=[O:57])[CH2:49][C:50]1[CH:55]=[CH:54][CH:53]=[CH:52][CH:51]=1)=[O:46])([CH3:43])([CH3:42])[CH3:41], predict the reaction product. The product is: [C:40]([O:44][C:45]([NH:47][C@@H:48]([C:56]([O:27][C@H:9]1[CH2:8][C@@H:7]([CH3:6])[CH2:16][C:15]2[N:14]=[N:13][C:12]([C:17]3[CH:22]=[CH:21][CH:20]=[C:19]([C:23]([F:26])([F:25])[F:24])[CH:18]=3)=[CH:11][C:10]1=2)=[O:57])[CH2:49][C:50]1[CH:55]=[CH:54][CH:53]=[CH:52][CH:51]=1)=[O:46])([CH3:42])([CH3:43])[CH3:41]. (5) Given the reactants C([O:8][C@@H:9]1[C@H:13]([O:14]CC2C=CC=CC=2)[C@@H:12]([CH2:22][O:23]CC2C=CC=CC=2)[O:11][C@H:10]1[C:31]1[CH:32]=[N:33][N:34]2[C:39]([NH2:40])=[N:38][CH:37]=[N:36][C:35]=12)C1C=CC=CC=1.[H][H], predict the reaction product. The product is: [NH2:40][C:39]1[N:34]2[N:33]=[CH:32][C:31]([C@H:10]3[C@H:9]([OH:8])[C@H:13]([OH:14])[C@@H:12]([CH2:22][OH:23])[O:11]3)=[C:35]2[N:36]=[CH:37][N:38]=1.